Dataset: Catalyst prediction with 721,799 reactions and 888 catalyst types from USPTO. Task: Predict which catalyst facilitates the given reaction. (1) Reactant: Cl[C:2]1[N:10]=[CH:9][N:8]=[C:7]2[C:3]=1[N:4]=[C:5]([C:18]1[CH:23]=[CH:22][CH:21]=[CH:20][C:19]=1[Cl:24])[N:6]2[C:11]1[CH:16]=[CH:15][C:14]([Cl:17])=[CH:13][CH:12]=1.[CH2:25]([O:27][C:28]([CH:30]1[NH:35][CH2:34][CH2:33][N:32]([C:36]([O:38][C:39]([CH3:42])([CH3:41])[CH3:40])=[O:37])[CH2:31]1)=[O:29])[CH3:26].C(N(CC)CC)C. Product: [CH2:25]([O:27][C:28]([CH:30]1[N:35]([C:2]2[N:10]=[CH:9][N:8]=[C:7]3[C:3]=2[N:4]=[C:5]([C:18]2[CH:23]=[CH:22][CH:21]=[CH:20][C:19]=2[Cl:24])[N:6]3[C:11]2[CH:16]=[CH:15][C:14]([Cl:17])=[CH:13][CH:12]=2)[CH2:34][CH2:33][N:32]([C:36]([O:38][C:39]([CH3:40])([CH3:42])[CH3:41])=[O:37])[CH2:31]1)=[O:29])[CH3:26]. The catalyst class is: 8. (2) Reactant: [N:1]1[CH:6]=[CH:5][CH:4]=[C:3]([N:7]2[CH2:15][CH2:14][C:9]3([NH:13][CH2:12][CH2:11][CH2:10]3)[CH2:8]2)[CH:2]=1.[C:16]([OH:23])(=[O:22])[CH2:17][CH2:18][C:19]([OH:21])=[O:20].CC(C)=O. Product: [C:16]([OH:23])(=[O:22])[CH2:17][CH2:18][C:19]([OH:21])=[O:20].[N:1]1[CH:6]=[CH:5][CH:4]=[C:3]([N:7]2[CH2:15][CH2:14][C:9]3([NH:13][CH2:12][CH2:11][CH2:10]3)[CH2:8]2)[CH:2]=1. The catalyst class is: 645. (3) Reactant: [Br:1][C:2]1[CH:3]=[C:4]([NH2:8])[CH:5]=[N:6][CH:7]=1.[C:9]1([S:15](Cl)(=[O:17])=[O:16])[CH:14]=[CH:13][CH:12]=[CH:11][CH:10]=1. Product: [Br:1][C:2]1[CH:3]=[C:4]([NH:8][S:15]([C:9]2[CH:14]=[CH:13][CH:12]=[CH:11][CH:10]=2)(=[O:17])=[O:16])[CH:5]=[N:6][CH:7]=1. The catalyst class is: 17.